This data is from Forward reaction prediction with 1.9M reactions from USPTO patents (1976-2016). The task is: Predict the product of the given reaction. (1) Given the reactants [Cl:1][C:2]1[C:7]([NH:8][S:9]([CH2:12][CH2:13][CH3:14])(=[O:11])=[O:10])=[CH:6][CH:5]=[CH:4][C:3]=1[NH:15][C:16]([C:18]1[C:22]2[N:23]=[CH:24][N:25]=[C:26]([NH:27]CC3C=CC(OC)=CC=3OC)[C:21]=2[S:20][CH:19]=1)=[O:17], predict the reaction product. The product is: [Cl:1][C:2]1[C:7]([NH:8][S:9]([CH2:12][CH2:13][CH3:14])(=[O:10])=[O:11])=[CH:6][CH:5]=[CH:4][C:3]=1[NH:15][C:16]([C:18]1[C:22]2[N:23]=[CH:24][N:25]=[C:26]([NH2:27])[C:21]=2[S:20][CH:19]=1)=[O:17]. (2) Given the reactants [NH2:1][CH:2]1[CH2:7][CH2:6][N:5]([CH2:8][CH2:9][N:10]2[C:15]3[CH:16]=[C:17]([O:20][C:21]([F:24])([F:23])[F:22])[CH:18]=[CH:19][C:14]=3[O:13][CH2:12][C:11]2=[O:25])[CH2:4][CH2:3]1.[O:26]=[C:27]1[CH2:32][O:31][C:30]2[CH:33]=[CH:34][C:35]([CH:37]=O)=[N:36][C:29]=2[NH:28]1.C([BH3-])#N.[Na+], predict the reaction product. The product is: [O:25]=[C:11]1[N:10]([CH2:9][CH2:8][N:5]2[CH2:4][CH2:3][CH:2]([NH:1][CH2:37][C:35]3[CH:34]=[CH:33][C:30]4[O:31][CH2:32][C:27](=[O:26])[NH:28][C:29]=4[N:36]=3)[CH2:7][CH2:6]2)[C:15]2[CH:16]=[C:17]([O:20][C:21]([F:24])([F:23])[F:22])[CH:18]=[CH:19][C:14]=2[O:13][CH2:12]1. (3) Given the reactants N(C(OC(C)C)=O)=NC(OC(C)C)=O.[CH3:15][O:16][C:17]([C:19]1[C:23]([N+:24]([O-:26])=[O:25])=[C:22]([C:27]([O:29][CH3:30])=[O:28])[NH:21][N:20]=1)=[O:18].[CH2:31]([O:34][CH2:35][CH2:36]O)[CH2:32][CH3:33].C1(P(C2C=CC=CC=2)C2C=CC=CC=2)C=CC=CC=1, predict the reaction product. The product is: [N+:24]([C:23]1[C:19]([C:17]([O:16][CH3:15])=[O:18])=[N:20][N:21]([CH2:36][CH2:35][O:34][CH2:31][CH2:32][CH3:33])[C:22]=1[C:27]([O:29][CH3:30])=[O:28])([O-:26])=[O:25]. (4) The product is: [CH2:1]([O:3][C:4]([CH:6]1[NH:30][CH2:29][C@:28]2([C:31](=[O:34])[CH2:32][OH:33])[C@H:7]1[CH2:8][C@H:9]1[C@H:22]3[C@@:13]([F:26])([C@:14]4([CH3:25])[C:19]([C@@H:20]([F:23])[CH2:21]3)=[CH:18][C:17](=[O:24])[CH:16]=[CH:15]4)[C@@H:12]([OH:27])[CH2:11][C@@:10]12[CH3:35])=[O:5])[CH3:2]. Given the reactants [CH2:1]([O:3][C:4]([CH:6]1[N:30]=[CH:29][C@:28]2([C:31](=[O:34])[CH2:32][OH:33])[C@H:7]1[CH2:8][C@H:9]1[C@H:22]3[C@@:13]([F:26])([C@:14]4([CH3:25])[C:19]([C@@H:20]([F:23])[CH2:21]3)=[CH:18][C:17](=[O:24])[CH:16]=[CH:15]4)[C@@H:12]([OH:27])[CH2:11][C@@:10]12[CH3:35])=[O:5])[CH3:2].[BH3-]C#N.[Na+].C(O)(=O)C.C([O-])(O)=O.[Na+], predict the reaction product. (5) Given the reactants FC(F)(F)S(O[C:7]1[CH:16]=[C:15]2[C:10]([C:11](=[O:19])[CH2:12][C:13]([CH3:18])([CH3:17])[O:14]2)=[C:9]([OH:20])[CH:8]=1)(=O)=O.[Cl-].[Li+].[CH:25]([Zn]C(C)C)([CH3:27])[CH3:26].Cl, predict the reaction product. The product is: [OH:20][C:9]1[CH:8]=[C:7]([CH2:26][CH2:25][CH3:27])[CH:16]=[C:15]2[C:10]=1[C:11](=[O:19])[CH2:12][C:13]([CH3:18])([CH3:17])[O:14]2. (6) Given the reactants [O:1]=[C:2]1[CH:7]=[CH:6][CH:5]=[CH:4][N:3]1[CH:8]([CH3:16])[C:9]([O:11]C(C)(C)C)=[O:10].Cl, predict the reaction product. The product is: [O:1]=[C:2]1[CH:7]=[CH:6][CH:5]=[CH:4][N:3]1[CH:8]([CH3:16])[C:9]([OH:11])=[O:10].